This data is from Full USPTO retrosynthesis dataset with 1.9M reactions from patents (1976-2016). The task is: Predict the reactants needed to synthesize the given product. Given the product [CH3:37][O:38][N:39]=[C:7]1[CH2:6][O:5][C:4]2[N:9]=[C:10]([C:19]3[CH:24]=[CH:23][C:22]([C:25]4([NH:29][C:30](=[O:36])[O:31][C:32]([CH3:35])([CH3:34])[CH3:33])[CH2:28][CH2:27][CH2:26]4)=[CH:21][CH:20]=3)[C:11]([C:13]3[CH:14]=[CH:15][CH:16]=[CH:17][CH:18]=3)=[CH:12][C:3]=2[N:2]1[CH3:1], predict the reactants needed to synthesize it. The reactants are: [CH3:1][N:2]1[C:7](=S)[CH2:6][O:5][C:4]2[N:9]=[C:10]([C:19]3[CH:24]=[CH:23][C:22]([C:25]4([NH:29][C:30](=[O:36])[O:31][C:32]([CH3:35])([CH3:34])[CH3:33])[CH2:28][CH2:27][CH2:26]4)=[CH:21][CH:20]=3)[C:11]([C:13]3[CH:18]=[CH:17][CH:16]=[CH:15][CH:14]=3)=[CH:12][C:3]1=2.[CH3:37][O:38][NH3+:39].[Cl-].